The task is: Predict the reactants needed to synthesize the given product.. This data is from Full USPTO retrosynthesis dataset with 1.9M reactions from patents (1976-2016). (1) The reactants are: [Br:1][C:2]1[CH:3]=[C:4]([CH:8]=[C:9]([N+:11]([O-:13])=[O:12])[CH:10]=1)[C:5](O)=[O:6].O1CCCC1.B.CO. Given the product [Br:1][C:2]1[CH:3]=[C:4]([CH2:5][OH:6])[CH:8]=[C:9]([N+:11]([O-:13])=[O:12])[CH:10]=1, predict the reactants needed to synthesize it. (2) Given the product [Cl:63][C:64]1[CH:69]=[CH:68][C:67]([Cl:70])=[CH:66][C:65]=1[NH:71][C:54]1[C:55]([CH3:60])=[CH:56][C:57]([CH3:59])=[CH:58][C:53]=1[CH3:62], predict the reactants needed to synthesize it. The reactants are: CC([O-])(C)C.[Na+].C1C=CC(P(C2C(C3C(P(C4C=CC=CC=4)C4C=CC=CC=4)=CC=C4C=3C=CC=C4)=C3C(C=CC=C3)=CC=2)C2C=CC=CC=2)=CC=1.[C:53]1([CH3:62])[CH:58]=[C:57]([CH3:59])[CH:56]=[C:55]([CH3:60])[C:54]=1Br.[Cl:63][C:64]1[CH:69]=[CH:68][C:67]([Cl:70])=[CH:66][C:65]=1[NH2:71].